Dataset: NCI-60 drug combinations with 297,098 pairs across 59 cell lines. Task: Regression. Given two drug SMILES strings and cell line genomic features, predict the synergy score measuring deviation from expected non-interaction effect. (1) Drug 1: CC1=C2C(C(=O)C3(C(CC4C(C3C(C(C2(C)C)(CC1OC(=O)C(C(C5=CC=CC=C5)NC(=O)OC(C)(C)C)O)O)OC(=O)C6=CC=CC=C6)(CO4)OC(=O)C)O)C)O. Drug 2: CC1C(C(CC(O1)OC2CC(CC3=C2C(=C4C(=C3O)C(=O)C5=CC=CC=C5C4=O)O)(C(=O)C)O)N)O. Cell line: HT29. Synergy scores: CSS=38.5, Synergy_ZIP=-2.94, Synergy_Bliss=-5.26, Synergy_Loewe=-1.80, Synergy_HSA=-0.699. (2) Drug 1: CC12CCC(CC1=CCC3C2CCC4(C3CC=C4C5=CN=CC=C5)C)O. Drug 2: CS(=O)(=O)CCNCC1=CC=C(O1)C2=CC3=C(C=C2)N=CN=C3NC4=CC(=C(C=C4)OCC5=CC(=CC=C5)F)Cl. Cell line: NCI/ADR-RES. Synergy scores: CSS=5.94, Synergy_ZIP=-5.26, Synergy_Bliss=-5.70, Synergy_Loewe=-6.27, Synergy_HSA=-5.26. (3) Drug 1: C1=CC(=CC=C1CC(C(=O)O)N)N(CCCl)CCCl.Cl. Drug 2: C(CN)CNCCSP(=O)(O)O. Cell line: HOP-62. Synergy scores: CSS=14.3, Synergy_ZIP=-1.71, Synergy_Bliss=0.964, Synergy_Loewe=-10.4, Synergy_HSA=-0.770. (4) Drug 1: C1=C(C(=O)NC(=O)N1)N(CCCl)CCCl. Drug 2: C1=NC2=C(N1)C(=S)N=CN2. Cell line: SNB-19. Synergy scores: CSS=25.8, Synergy_ZIP=-10.5, Synergy_Bliss=-5.77, Synergy_Loewe=-9.17, Synergy_HSA=-4.13. (5) Drug 1: C1=CN(C=N1)CC(O)(P(=O)(O)O)P(=O)(O)O. Drug 2: CC(C)NC(=O)C1=CC=C(C=C1)CNNC.Cl. Cell line: HCC-2998. Synergy scores: CSS=0.579, Synergy_ZIP=2.10, Synergy_Bliss=-1.21, Synergy_Loewe=-19.0, Synergy_HSA=-5.72. (6) Drug 1: C#CCC(CC1=CN=C2C(=N1)C(=NC(=N2)N)N)C3=CC=C(C=C3)C(=O)NC(CCC(=O)O)C(=O)O. Drug 2: CN(CCCl)CCCl.Cl. Cell line: RPMI-8226. Synergy scores: CSS=35.0, Synergy_ZIP=0.286, Synergy_Bliss=-2.96, Synergy_Loewe=-4.20, Synergy_HSA=-4.57. (7) Drug 1: CN1CCC(CC1)COC2=C(C=C3C(=C2)N=CN=C3NC4=C(C=C(C=C4)Br)F)OC. Synergy scores: CSS=72.3, Synergy_ZIP=16.9, Synergy_Bliss=18.0, Synergy_Loewe=15.6, Synergy_HSA=20.2. Cell line: NCI-H522. Drug 2: CCC1=CC2CC(C3=C(CN(C2)C1)C4=CC=CC=C4N3)(C5=C(C=C6C(=C5)C78CCN9C7C(C=CC9)(C(C(C8N6C)(C(=O)OC)O)OC(=O)C)CC)OC)C(=O)OC.C(C(C(=O)O)O)(C(=O)O)O.